From a dataset of Forward reaction prediction with 1.9M reactions from USPTO patents (1976-2016). Predict the product of the given reaction. (1) The product is: [N:1]1[C:10]2[C:5](=[CH:6][CH:7]=[CH:8][C:9]=2[C:85]2[C:86]3[C:92]4=[C:91]5[C:89](=[CH:88][CH:87]=3)[CH:90]=[CH:77][C:78]([C:33]3[CH:35]=[CH:36][CH:37]=[C:38]6[C:23]=3[N:42]=[CH:41][CH:40]=[CH:39]6)=[C:79]5[CH:80]=[CH:81][C:82]4=[CH:83][CH:84]=2)[CH:4]=[CH:3][CH:2]=1. Given the reactants [N:1]1[C:10]2[C:5](=[CH:6][CH:7]=[CH:8][C:9]=2B(O)O)[CH:4]=[CH:3][CH:2]=1.CCCCCCCC([C:23]([NH3+:42])([C:33]([CH2:35][CH2:36][CH2:37][CH2:38][CH2:39][CH2:40][CH3:41])=O)C(CCCCCCC)=O)=O.[Cl-].COC1C=CC=CC=1P(C1C=CC=CC=1OC)C1C=CC=CC=1OC.O.C(=O)([O-])[O-].[Na+].[Na+].Br[C:77]1[CH:78]=[C:79]2[C:91]3=[C:92]4[C:82](=[CH:83][C:84](Br)=[CH:85][C:86]4=[CH:87][CH:88]=[C:89]3[CH:90]=1)[CH:81]=[CH:80]2, predict the reaction product. (2) Given the reactants [NH2:1][C:2]1[CH:3]=[CH:4][C:5]([CH3:35])=[C:6]([N:8]2[CH2:33][CH2:32][C:11]3[N:12]=[C:13]([NH:16][C:17]4[CH:22]=[CH:21][C:20]([C:23]([N:25]5[CH2:30][CH2:29][N:28]([CH3:31])[CH2:27][CH2:26]5)=[O:24])=[CH:19][CH:18]=4)[N:14]=[CH:15][C:10]=3[C:9]2=[O:34])[CH:7]=1.[F:36][C:37]([F:48])([F:47])[C:38]1[CH:39]=[C:40]([CH:44]=[CH:45][CH:46]=1)[C:41](O)=[O:42].CCN(C(C)C)C(C)C.CN(C(ON1N=NC2C=CC=NC1=2)=[N+](C)C)C.F[P-](F)(F)(F)(F)F, predict the reaction product. The product is: [CH3:35][C:5]1[CH:4]=[CH:3][C:2]([NH:1][C:41](=[O:42])[C:40]2[CH:44]=[CH:45][CH:46]=[C:38]([C:37]([F:36])([F:47])[F:48])[CH:39]=2)=[CH:7][C:6]=1[N:8]1[CH2:33][CH2:32][C:11]2[N:12]=[C:13]([NH:16][C:17]3[CH:18]=[CH:19][C:20]([C:23]([N:25]4[CH2:26][CH2:27][N:28]([CH3:31])[CH2:29][CH2:30]4)=[O:24])=[CH:21][CH:22]=3)[N:14]=[CH:15][C:10]=2[C:9]1=[O:34]. (3) Given the reactants F[C:2]1[CH:9]=[N:8][CH:7]=[C:6]([F:10])[C:3]=1[CH:4]=[O:5].[NH:11]1[CH2:16][CH2:15][CH2:14][CH2:13][CH2:12]1, predict the reaction product. The product is: [F:10][C:6]1[CH:7]=[N:8][CH:9]=[C:2]([N:11]2[CH2:16][CH2:15][CH2:14][CH2:13][CH2:12]2)[C:3]=1[CH:4]=[O:5]. (4) Given the reactants [NH2:1][C:2]1[C:3](=[O:21])[N:4]([CH2:13][C:14]2[CH:19]=[CH:18][C:17]([Cl:20])=[CH:16][CH:15]=2)[C:5](=[O:12])[N:6]([CH2:9][CH2:10][CH3:11])[C:7]=1[NH2:8].[CH3:22][C:23](=O)[C:24](=O)[CH3:25], predict the reaction product. The product is: [Cl:20][C:17]1[CH:18]=[CH:19][C:14]([CH2:13][N:4]2[C:3](=[O:21])[C:2]3[C:7](=[N:8][C:23]([CH3:22])=[C:24]([CH3:25])[N:1]=3)[N:6]([CH2:9][CH2:10][CH3:11])[C:5]2=[O:12])=[CH:15][CH:16]=1. (5) Given the reactants Br[C:2]1[CH:7]=[CH:6][C:5]([CH3:8])=[CH:4][C:3]=1[CH:9]([O:12]C)OC.Br[CH2:15][CH2:16][CH2:17][CH:18]=[CH2:19], predict the reaction product. The product is: [CH3:8][C:5]1[CH:6]=[CH:7][C:2]([CH2:19][CH2:18][CH2:17][CH:16]=[CH2:15])=[C:3]([CH:4]=1)[CH:9]=[O:12].